This data is from Catalyst prediction with 721,799 reactions and 888 catalyst types from USPTO. The task is: Predict which catalyst facilitates the given reaction. (1) Reactant: O[CH2:2][C:3]1[N:7]([C:8]2[CH:9]=[C:10]([C:14]3[CH2:20][C:19](=[O:21])[NH:18][C:17]4[CH:22]=[C:23]([C:28]([F:31])([F:30])[F:29])[C:24]([O:26][CH3:27])=[CH:25][C:16]=4[N:15]=3)[CH:11]=[CH:12][CH:13]=2)[N:6]=[N:5][CH:4]=1.O=S(Cl)Cl.[Na+].[I-].[NH:38]1[CH2:42][CH2:41][CH2:40][CH2:39]1.[Cl-]. Product: [CH3:27][O:26][C:24]1[C:23]([C:28]([F:30])([F:31])[F:29])=[CH:22][C:17]2[NH:18][C:19](=[O:21])[CH2:20][C:14]([C:10]3[CH:11]=[CH:12][CH:13]=[C:8]([N:7]4[C:3]([CH2:2][N:38]5[CH2:42][CH2:41][CH2:40][CH2:39]5)=[CH:4][N:5]=[N:6]4)[CH:9]=3)=[N:15][C:16]=2[CH:25]=1. The catalyst class is: 91. (2) Reactant: [NH2:1][C:2]1[CH:3]=[C:4]([NH:9][C:10]2[N:15]=[C:14]3[S:16][C:17]([NH:19][C:20]([CH:22]4[CH2:24][CH2:23]4)=[O:21])=[N:18][C:13]3=[CH:12][CH:11]=2)[CH:5]=[CH:6][C:7]=1[F:8].[N:25]([C:28]1[CH:33]=[CH:32][C:31]([C:34]([F:37])([F:36])[F:35])=[CH:30][CH:29]=1)=[C:26]=[O:27]. Product: [F:8][C:7]1[CH:6]=[CH:5][C:4]([NH:9][C:10]2[N:15]=[C:14]3[S:16][C:17]([NH:19][C:20]([CH:22]4[CH2:23][CH2:24]4)=[O:21])=[N:18][C:13]3=[CH:12][CH:11]=2)=[CH:3][C:2]=1[NH:1][C:26](=[O:27])[NH:25][C:28]1[CH:33]=[CH:32][C:31]([C:34]([F:35])([F:37])[F:36])=[CH:30][CH:29]=1. The catalyst class is: 7. (3) Reactant: [CH:1]1([C:4]2[CH:5]=[C:6]([NH2:9])[NH:7][N:8]=2)[CH2:3][CH2:2]1.C([O:12][C:13](=O)[CH2:14][C:15]([C:17]1[CH:22]=[CH:21][CH:20]=[CH:19][C:18]=1[F:23])=O)C. Product: [CH:1]1([C:4]2[CH:5]=[C:6]3[NH:9][C:15]([C:17]4[CH:22]=[CH:21][CH:20]=[CH:19][C:18]=4[F:23])=[CH:14][C:13](=[O:12])[N:7]3[N:8]=2)[CH2:3][CH2:2]1. The catalyst class is: 52.